Dataset: Full USPTO retrosynthesis dataset with 1.9M reactions from patents (1976-2016). Task: Predict the reactants needed to synthesize the given product. (1) The reactants are: Br[C:2]1[C:3]([CH3:10])=[CH:4][C:5]([F:9])=[C:6]([CH:8]=1)[NH2:7].[B:11]1([B:11]2[O:15][C:14]([CH3:17])([CH3:16])[C:13]([CH3:19])([CH3:18])[O:12]2)[O:15][C:14]([CH3:17])([CH3:16])[C:13]([CH3:19])([CH3:18])[O:12]1.C([O-])(=O)C.[K+]. Given the product [F:9][C:5]1[CH:4]=[C:3]([CH3:10])[C:2]([B:11]2[O:15][C:14]([CH3:17])([CH3:16])[C:13]([CH3:19])([CH3:18])[O:12]2)=[CH:8][C:6]=1[NH2:7], predict the reactants needed to synthesize it. (2) The reactants are: C(O[C:4]([C:6]1[N:11]=[CH:10][C:9]2[N:12]=[C:13]([C:15]3[CH:20]=[CH:19][C:18]([O:21][C:22]4[CH:27]=[CH:26][CH:25]=[CH:24][CH:23]=4)=[CH:17][CH:16]=3)[S:14][C:8]=2[C:7]=1[OH:28])=[O:5])C.[NH2:29][CH2:30][C:31]([OH:33])=[O:32]. Given the product [OH:28][C:7]1[C:8]2[S:14][C:13]([C:15]3[CH:16]=[CH:17][C:18]([O:21][C:22]4[CH:23]=[CH:24][CH:25]=[CH:26][CH:27]=4)=[CH:19][CH:20]=3)=[N:12][C:9]=2[CH:10]=[N:11][C:6]=1[C:4]([NH:29][CH2:30][C:31]([OH:33])=[O:32])=[O:5], predict the reactants needed to synthesize it. (3) Given the product [F:1][C:2]1[CH:7]=[CH:6][C:5]([C:8]2[N:9]=[C:10]3[CH:15]=[CH:14][C:13]([N:16]4[CH2:17][CH2:18][N:19]([CH3:22])[CH2:20][CH2:21]4)=[N:12][N:11]3[C:23]=2[I:24])=[CH:4][CH:3]=1, predict the reactants needed to synthesize it. The reactants are: [F:1][C:2]1[CH:7]=[CH:6][C:5]([C:8]2[N:9]=[C:10]3[CH:15]=[CH:14][C:13]([N:16]4[CH2:21][CH2:20][N:19]([CH3:22])[CH2:18][CH2:17]4)=[N:12][N:11]3[CH:23]=2)=[CH:4][CH:3]=1.[I:24]Cl.S([O-])([O-])(=O)=S.[Na+].[Na+].C(=O)(O)[O-].[Na+]. (4) Given the product [ClH:44].[OH:16][CH2:17][C:18]([N:20]1[CH2:29][CH2:28][C:27]2[C:22](=[CH:23][CH:24]=[C:25]([C:2]3[CH:15]=[CH:14][C:5]([CH2:6][CH2:7][N:8]4[CH2:12][CH2:11][CH2:10][C@H:9]4[CH3:13])=[CH:4][CH:3]=3)[CH:26]=2)[CH2:21]1)=[O:19], predict the reactants needed to synthesize it. The reactants are: Br[C:2]1[CH:15]=[CH:14][C:5]([CH2:6][CH2:7][N:8]2[CH2:12][CH2:11][CH2:10][C@H:9]2[CH3:13])=[CH:4][CH:3]=1.[OH:16][CH2:17][C:18]([N:20]1[CH2:29][CH2:28][C:27]2[C:22](=[CH:23][CH:24]=[C:25](B3OC(C)(C)C(C)(C)O3)[CH:26]=2)[CH2:21]1)=[O:19].C([O-])(O)=O.[Na+].[ClH:44].C(O)C. (5) Given the product [NH2:4][C:5]1[C:14]([Br:15])=[CH:13][C:12]([C:16]([OH:18])=[O:17])=[C:11]2[C:6]=1[CH2:7][CH2:8][CH2:9][O:10]2, predict the reactants needed to synthesize it. The reactants are: C([NH:4][C:5]1[C:14]([Br:15])=[CH:13][C:12]([C:16]([O:18]C)=[O:17])=[C:11]2[C:6]=1[CH2:7][CH2:8][CH2:9][O:10]2)(=O)C.[OH-].[Na+].Cl. (6) Given the product [S:1]([N:11]1[C:15]2[N:16]=[CH:17][C:18]3[N:19]([C:20]([C:23]45[CH2:30][CH2:29][C:26]([NH:31][S:35]([CH:32]6[CH2:34][CH2:33]6)(=[O:37])=[O:36])([CH2:27][CH2:28]4)[CH2:25][CH2:24]5)=[N:21][N:22]=3)[C:14]=2[CH:13]=[CH:12]1)([C:4]1[CH:10]=[CH:9][C:7]([CH3:8])=[CH:6][CH:5]=1)(=[O:3])=[O:2], predict the reactants needed to synthesize it. The reactants are: [S:1]([N:11]1[C:15]2[N:16]=[CH:17][C:18]3[N:19]([C:20]([C:23]45[CH2:30][CH2:29][C:26]([NH2:31])([CH2:27][CH2:28]4)[CH2:25][CH2:24]5)=[N:21][N:22]=3)[C:14]=2[CH:13]=[CH:12]1)([C:4]1[CH:10]=[CH:9][C:7]([CH3:8])=[CH:6][CH:5]=1)(=[O:3])=[O:2].[CH:32]1([S:35](Cl)(=[O:37])=[O:36])[CH2:34][CH2:33]1. (7) Given the product [F:1][C:2]1[CH:24]=[N:23][C:5]2[NH:6][C:7]3[CH:12]=[N:11][C:10]([C:13]#[N:14])=[CH:9][C:8]=3[C:4]=2[C:3]=1[N:25]1[CH2:29][CH2:28][C@H:27]([NH:30][CH2:38][CH3:39])[CH2:26]1, predict the reactants needed to synthesize it. The reactants are: [F:1][C:2]1[CH:24]=[N:23][C:5]2[N:6](COCC[Si](C)(C)C)[C:7]3[CH:12]=[N:11][C:10]([C:13]#[N:14])=[CH:9][C:8]=3[C:4]=2[C:3]=1[N:25]1[CH2:29][CH2:28][C@H:27]([N:30]([CH2:38][CH3:39])C(=O)OC(C)(C)C)[CH2:26]1.Br.[OH-].[Na+].Cl.